From a dataset of Full USPTO retrosynthesis dataset with 1.9M reactions from patents (1976-2016). Predict the reactants needed to synthesize the given product. (1) The reactants are: [CH2:1]([N:3]1[CH2:8][CH2:7][CH:6]([C:9]2[C:10]([F:16])=[C:11]([OH:15])[CH:12]=[CH:13][CH:14]=2)[CH2:5][CH2:4]1)[CH3:2].C(N(CC)CC)C.[CH3:24][S:25](Cl)(=[O:27])=[O:26].O. Given the product [CH3:24][S:25]([O:15][C:11]1[CH:12]=[CH:13][CH:14]=[C:9]([CH:6]2[CH2:7][CH2:8][N:3]([CH2:1][CH3:2])[CH2:4][CH2:5]2)[C:10]=1[F:16])(=[O:27])=[O:26], predict the reactants needed to synthesize it. (2) Given the product [Si:15]([O:22][CH2:23][CH2:24][O:25][C:26]1[CH:27]=[CH:28][C:29]([C:38]2[NH:6][C:4](=[O:5])[C:3]3[C:2](=[CH:10][C:9]([O:11][CH3:12])=[CH:8][C:7]=3[O:13][CH3:14])[N:1]=2)=[N:30][C:31]=1[C:32]1[CH:33]=[CH:34][CH:35]=[CH:36][CH:37]=1)([C:18]([CH3:21])([CH3:20])[CH3:19])([CH3:16])[CH3:17], predict the reactants needed to synthesize it. The reactants are: [NH2:1][C:2]1[CH:10]=[C:9]([O:11][CH3:12])[CH:8]=[C:7]([O:13][CH3:14])[C:3]=1[C:4]([NH2:6])=[O:5].[Si:15]([O:22][CH2:23][CH2:24][O:25][C:26]1[CH:27]=[CH:28][C:29]([CH:38]=O)=[N:30][C:31]=1[C:32]1[CH:37]=[CH:36][CH:35]=[CH:34][CH:33]=1)([C:18]([CH3:21])([CH3:20])[CH3:19])([CH3:17])[CH3:16].OS([O-])=O.[Na+].O.C1(C)C=CC(S(O)(=O)=O)=CC=1. (3) Given the product [N+:1]([C:4]1[CH:5]=[C:6]([CH:10]([NH2:19])[CH3:11])[CH:7]=[CH:8][CH:9]=1)([O-:3])=[O:2], predict the reactants needed to synthesize it. The reactants are: [N+:1]([C:4]1[CH:5]=[C:6]([C:10](=O)[CH3:11])[CH:7]=[CH:8][CH:9]=1)([O-:3])=[O:2].C([O-])(=O)C.[NH4+].C([BH3-])#[N:19].[Na+]. (4) Given the product [CH:29]1([CH:24]([OH:25])[C:22]2[CH:21]=[N:20][N:19]([CH2:18][C:14]3[CH:13]=[C:12]4[C:17]([C:8]([C:5]5[CH:6]=[CH:7][C:2]([F:1])=[CH:3][CH:4]=5)=[CH:9][C:10]([C:26]([NH2:28])=[O:27])=[N:11]4)=[CH:16][CH:15]=3)[CH:23]=2)[CH2:31][CH2:30]1, predict the reactants needed to synthesize it. The reactants are: [F:1][C:2]1[CH:7]=[CH:6][C:5]([C:8]2[C:17]3[C:12](=[CH:13][C:14]([CH2:18][N:19]4[CH:23]=[C:22]([CH:24]=[O:25])[CH:21]=[N:20]4)=[CH:15][CH:16]=3)[N:11]=[C:10]([C:26]([NH2:28])=[O:27])[CH:9]=2)=[CH:4][CH:3]=1.[CH:29]1([Mg]Br)[CH2:31][CH2:30]1. (5) Given the product [F:1][C@H:2]1[C@H:8]([OH:9])[CH2:7][CH2:6][N:5]([C:10]([O:12][C:13]([CH3:16])([CH3:15])[CH3:14])=[O:11])[CH2:4][CH2:3]1, predict the reactants needed to synthesize it. The reactants are: [F:1][CH:2]1[C:8](=[O:9])[CH2:7][CH2:6][N:5]([C:10]([O:12][C:13]([CH3:16])([CH3:15])[CH3:14])=[O:11])[CH2:4][CH2:3]1.CCC(C)[BH-](C(C)CC)C(C)CC.[Li+].[OH-].[Na+].OO. (6) Given the product [Cl:51][C:52]1[CH:53]=[C:54]([NH:58][C:59]([C:61]2[N:62]=[C:63]([CH3:67])[S:64][C:65]=2[NH:66][C:45]2[CH:50]=[CH:49][N:48]=[CH:47][CH:46]=2)=[O:60])[CH:55]=[CH:56][CH:57]=1, predict the reactants needed to synthesize it. The reactants are: C1(P(C2C=CC=CC=2)C2C3OC4C(=CC=CC=4P(C4C=CC=CC=4)C4C=CC=CC=4)C(C)(C)C=3C=CC=2)C=CC=CC=1.Cl.Br[C:45]1[CH:50]=[CH:49][N:48]=[CH:47][CH:46]=1.[Cl:51][C:52]1[CH:53]=[C:54]([NH:58][C:59]([C:61]2[N:62]=[C:63]([CH3:67])[S:64][C:65]=2[NH2:66])=[O:60])[CH:55]=[CH:56][CH:57]=1.C(=O)([O-])[O-].[Cs+].[Cs+]. (7) Given the product [S:1]1[CH:5]=[CH:4][N:3]=[C:2]1[NH:6][S:7]([C:10]1[CH:11]=[C:12]2[C:17](=[CH:18][CH:19]=1)[N:16]([C:29](=[O:30])[CH2:28][Cl:27])[CH2:15][CH2:14][CH2:13]2)(=[O:9])=[O:8], predict the reactants needed to synthesize it. The reactants are: [S:1]1[CH:5]=[CH:4][N:3]=[C:2]1[NH:6][S:7]([C:10]1[CH:11]=[C:12]2[C:17](=[CH:18][CH:19]=1)[NH:16][CH2:15][CH2:14][CH2:13]2)(=[O:9])=[O:8].CCN(CC)CC.[Cl:27][CH2:28][C:29](Cl)=[O:30]. (8) Given the product [Br:1][C:2]1[CH:7]=[C:6]2[C:5](=[CH:4][CH:3]=1)[O:18][C:19]([CH2:20][CH3:21])=[C:9]([C:10]1[CH:15]=[CH:14][CH:13]=[C:12]([F:16])[CH:11]=1)[C:8]2=[O:17], predict the reactants needed to synthesize it. The reactants are: [Br:1][C:2]1[CH:3]=[CH:4][C:5]([OH:18])=[C:6]([C:8](=[O:17])[CH2:9][C:10]2[CH:15]=[CH:14][CH:13]=[C:12]([F:16])[CH:11]=2)[CH:7]=1.[C:19](OC(=O)CC)(=O)[CH2:20][CH3:21].Cl.